Dataset: Forward reaction prediction with 1.9M reactions from USPTO patents (1976-2016). Task: Predict the product of the given reaction. (1) Given the reactants [C:1]([C:3]1[CH:4]=[C:5]([CH:9]=[CH:10][C:11]=1[O:12][CH2:13][CH:14]([CH3:16])[CH3:15])[C:6](=[S:8])[NH2:7])#[N:2].[CH2:17]([O:19][C:20](=[O:26])[CH:21](Cl)[C:22]([CH3:24])=O)[CH3:18], predict the reaction product. The product is: [C:1]([C:3]1[CH:4]=[C:5]([C:6]2[S:8][C:21]([C:20]([O:19][CH2:17][CH3:18])=[O:26])=[C:22]([CH3:24])[N:7]=2)[CH:9]=[CH:10][C:11]=1[O:12][CH2:13][CH:14]([CH3:16])[CH3:15])#[N:2]. (2) Given the reactants [CH2:1]([O:8][C:9]1[C:14](=[O:15])[N:13]2[CH:16]=[C:17]([CH2:20][N:21]3[CH2:26][CH2:25][O:24][CH2:23][CH2:22]3)[CH:18]=[CH:19][C:12]2=[N:11][C:10]=1[C:27]([NH:29][NH2:30])=[O:28])[C:2]1[CH:7]=[CH:6][CH:5]=[CH:4][CH:3]=1.C(=O)([O-])[O-].[Na+].[Na+].[F:37][C:38]1[CH:43]=[CH:42][C:41]([CH2:44][C:45](Cl)=[O:46])=[CH:40][CH:39]=1.O, predict the reaction product. The product is: [F:37][C:38]1[CH:43]=[CH:42][C:41]([CH2:44][C:45]([NH:30][NH:29][C:27]([C:10]2[N:11]=[C:12]3[CH:19]=[CH:18][C:17]([CH2:20][N:21]4[CH2:26][CH2:25][O:24][CH2:23][CH2:22]4)=[CH:16][N:13]3[C:14](=[O:15])[C:9]=2[O:8][CH2:1][C:2]2[CH:7]=[CH:6][CH:5]=[CH:4][CH:3]=2)=[O:28])=[O:46])=[CH:40][CH:39]=1. (3) Given the reactants [Cl:1][C:2]1[N:7]=[C:6]([NH:8][CH2:9][C:10]2[CH:11]=[C:12]3[C:17](=[CH:18][CH:19]=2)[N:16]=[CH:15][CH:14]=[CH:13]3)[C:5]([N+:20]([O-])=O)=[CH:4][N:3]=1.Cl[Sn]Cl, predict the reaction product. The product is: [Cl:1][C:2]1[N:7]=[C:6]([NH:8][CH2:9][C:10]2[CH:11]=[C:12]3[C:17](=[CH:18][CH:19]=2)[N:16]=[CH:15][CH:14]=[CH:13]3)[C:5]([NH2:20])=[CH:4][N:3]=1.